This data is from Catalyst prediction with 721,799 reactions and 888 catalyst types from USPTO. The task is: Predict which catalyst facilitates the given reaction. Reactant: [CH:1]([C:4]1[CH:5]=[C:6]([OH:10])[CH:7]=[CH:8][CH:9]=1)([CH3:3])[CH3:2].Cl.O.[NH:13]1[CH2:18][CH2:17][C:16](=O)[CH2:15][CH2:14]1.Cl. Product: [CH:1]([C:4]1[CH:9]=[CH:8][C:7]([C:16]2[CH2:17][CH2:18][NH:13][CH2:14][CH:15]=2)=[C:6]([OH:10])[CH:5]=1)([CH3:3])[CH3:2]. The catalyst class is: 15.